Dataset: Full USPTO retrosynthesis dataset with 1.9M reactions from patents (1976-2016). Task: Predict the reactants needed to synthesize the given product. Given the product [Br:19][C:5]1[CH:4]=[C:3]2[C:8]([O:9][C:10]3[C:11]([F:18])=[CH:12][C:13]([O:16][CH3:17])=[CH:14][C:15]=3[C:2]32[CH2:20][O:21][CH2:22][CH2:23][C:24]([NH2:25])=[N:1]3)=[CH:7][CH:6]=1, predict the reactants needed to synthesize it. The reactants are: [NH2:1][C:2]1([CH2:20][O:21][CH2:22][CH2:23][C:24]#[N:25])[C:15]2[CH:14]=[C:13]([O:16][CH3:17])[CH:12]=[C:11]([F:18])[C:10]=2[O:9][C:8]2[C:3]1=[CH:4][C:5]([Br:19])=[CH:6][CH:7]=2.C[Al](C)C.O.O.O.O.O.O.O.O.O.O.S([O-])([O-])(=O)=O.[Na+].[Na+].